This data is from Forward reaction prediction with 1.9M reactions from USPTO patents (1976-2016). The task is: Predict the product of the given reaction. (1) Given the reactants [NH2:1][C:2]1[CH:22]=[CH:21][C:5]([O:6][C:7]2[CH:8]=[C:9]([CH:14]=[C:15]([O:17][CH:18]([CH3:20])[CH3:19])[CH:16]=2)[C:10]([O:12][CH3:13])=[O:11])=[CH:4][CH:3]=1.[C:23]([O:27][C:28](O[C:28]([O:27][C:23]([CH3:26])([CH3:25])[CH3:24])=[O:29])=[O:29])([CH3:26])([CH3:25])[CH3:24].C(N(CC)CC)C.CN(C=O)C, predict the reaction product. The product is: [C:23]([O:27][C:28]([NH:1][C:2]1[CH:3]=[CH:4][C:5]([O:6][C:7]2[CH:8]=[C:9]([CH:14]=[C:15]([O:17][CH:18]([CH3:20])[CH3:19])[CH:16]=2)[C:10]([O:12][CH3:13])=[O:11])=[CH:21][CH:22]=1)=[O:29])([CH3:26])([CH3:25])[CH3:24]. (2) Given the reactants [CH3:1][O:2][C:3](=[O:20])[CH2:4][CH:5]1[C:9](=[O:10])[N:8]([CH2:11][C:12]2[CH:17]=[CH:16][C:15]([CH3:18])=[CH:14][CH:13]=2)[C:7](=[O:19])[NH:6]1.[H-].[Na+].[CH2:23](I)[CH2:24][CH3:25], predict the reaction product. The product is: [CH3:1][O:2][C:3](=[O:20])[CH2:4][CH:5]1[C:9](=[O:10])[N:8]([CH2:11][C:12]2[CH:17]=[CH:16][C:15]([CH3:18])=[CH:14][CH:13]=2)[C:7](=[O:19])[N:6]1[CH2:23][CH2:24][CH3:25]. (3) Given the reactants [CH2:1]([O:3][C:4]([C:6]1[C:15]2[C:10](=[CH:11][C:12]([O:18][CH3:19])=[C:13]([O:16][CH3:17])[CH:14]=2)[CH2:9][CH2:8][N:7]=1)=[O:5])[CH3:2].C(N(CC)CC)C.[C:27](O[C:27]([O:29][C:30]([CH3:33])([CH3:32])[CH3:31])=[O:28])([O:29][C:30]([CH3:33])([CH3:32])[CH3:31])=[O:28], predict the reaction product. The product is: [CH2:1]([O:3][C:4]([CH:6]1[C:15]2[C:10](=[CH:11][C:12]([O:18][CH3:19])=[C:13]([O:16][CH3:17])[CH:14]=2)[CH2:9][CH2:8][N:7]1[C:27]([O:29][C:30]([CH3:33])([CH3:32])[CH3:31])=[O:28])=[O:5])[CH3:2]. (4) Given the reactants C1N=CN([C:6]([N:8]2[CH:12]=N[CH:10]=[CH:9]2)=[O:7])C=1.[CH2:13]([C:16]1[C:24]2[O:23][N:22]=[C:21]([C:25]([F:28])([F:27])[F:26])[C:20]=2[CH:19]=[CH:18][C:17]=1[O:29][CH2:30]CCNC)[CH2:14][CH3:15].[Li+].C[Si]([N-][Si](C)(C)C)(C)C.[CH3:45][C:46]1[N:51]=[C:50]([NH2:52])[CH:49]=[CH:48][CH:47]=1.[NH4+].[Cl-], predict the reaction product. The product is: [CH3:45][C:46]1[N:51]=[C:50]([NH:52][C:6](=[O:7])[N:8]([CH3:12])[CH2:9][CH2:10][CH2:30][O:29][C:17]2[CH:18]=[CH:19][C:20]3[C:21]([C:25]([F:27])([F:28])[F:26])=[N:22][O:23][C:24]=3[C:16]=2[CH2:13][CH2:14][CH3:15])[CH:49]=[CH:48][CH:47]=1. (5) Given the reactants C([O:8][C:9]1[CH:14]=[C:13]([O:15]CC2C=CC=CC=2)[C:12]([CH:23]([CH3:25])[CH3:24])=[CH:11][C:10]=1[C:26]1[O:30][N:29]=[C:28]([C:31](=[O:35])[NH:32][CH2:33][CH3:34])[C:27]=1[C:36]1[CH:57]=[CH:56][C:39]([CH2:40][NH:41][CH2:42][CH2:43][CH2:44][CH2:45][CH2:46][CH2:47][NH:48]C(=O)OC(C)(C)C)=[CH:38][CH:37]=1)C1C=CC=CC=1.B(Cl)(Cl)Cl.C([O-])(O)=O.[Na+], predict the reaction product. The product is: [NH2:48][CH2:47][CH2:46][CH2:45][CH2:44][CH2:43][CH2:42][NH:41][CH2:40][C:39]1[CH:56]=[CH:57][C:36]([C:27]2[C:28]([C:31]([NH:32][CH2:33][CH3:34])=[O:35])=[N:29][O:30][C:26]=2[C:10]2[CH:11]=[C:12]([CH:23]([CH3:25])[CH3:24])[C:13]([OH:15])=[CH:14][C:9]=2[OH:8])=[CH:37][CH:38]=1.